This data is from Full USPTO retrosynthesis dataset with 1.9M reactions from patents (1976-2016). The task is: Predict the reactants needed to synthesize the given product. Given the product [F:36][C:30]1[C:31]([CH3:35])=[CH:32][CH:33]=[CH:34][C:29]=1[CH2:28][N:3]1[C:4]2[CH:10]=[C:9]([N:11]3[CH2:12][CH2:13][O:14][CH2:15][CH2:16]3)[CH:8]=[C:7]([C:17]([O:19][CH3:20])=[O:18])[C:5]=2[N:6]=[C:2]1[CH3:1], predict the reactants needed to synthesize it. The reactants are: [CH3:1][C:2]1[NH:6][C:5]2[C:7]([C:17]([O:19][CH3:20])=[O:18])=[CH:8][C:9]([N:11]3[CH2:16][CH2:15][O:14][CH2:13][CH2:12]3)=[CH:10][C:4]=2[N:3]=1.C([O-])([O-])=O.[K+].[K+].Br[CH2:28][C:29]1[CH:34]=[CH:33][CH:32]=[C:31]([CH3:35])[C:30]=1[F:36].O.